From a dataset of Forward reaction prediction with 1.9M reactions from USPTO patents (1976-2016). Predict the product of the given reaction. (1) Given the reactants [Cl:1][CH2:2][CH2:3][CH2:4][NH:5][C:6]1[C:15]2[C:10](=[CH:11][CH:12]=[CH:13][CH:14]=2)[N:9]=[CH:8][C:7]=1[NH2:16].CO[C:19](OC)(OC)[CH3:20].Cl.N1C=CC=CC=1, predict the reaction product. The product is: [Cl:1][CH2:2][CH2:3][CH2:4][N:5]1[C:6]2[C:15]3[CH:14]=[CH:13][CH:12]=[CH:11][C:10]=3[N:9]=[CH:8][C:7]=2[N:16]=[C:19]1[CH3:20]. (2) Given the reactants [F:1][C:2]1[CH:9]=[CH:8][C:7]([C:10]2[S:14][CH:13]=[N:12][CH:11]=2)=[CH:6][C:3]=1[C:4]#[N:5].C([O-])(=O)C.[K+].[Br:20]Br.[OH-].[Na+], predict the reaction product. The product is: [Br:20][C:13]1[S:14][C:10]([C:7]2[CH:8]=[CH:9][C:2]([F:1])=[C:3]([CH:6]=2)[C:4]#[N:5])=[CH:11][N:12]=1.